This data is from Forward reaction prediction with 1.9M reactions from USPTO patents (1976-2016). The task is: Predict the product of the given reaction. (1) Given the reactants [CH3:1][C:2]1[C:7]([CH2:8][N:9]2[CH2:14][CH2:13][N:12](C(OC(C)(C)C)=O)[CH2:11][CH2:10]2)=[CH:6][CH:5]=[C:4]([C:22]2[CH:27]=[CH:26][CH:25]=[CH:24][C:23]=2[CH3:28])[N:3]=1.FC(F)(F)C(O)=O, predict the reaction product. The product is: [CH3:1][C:2]1[C:7]([CH2:8][N:9]2[CH2:10][CH2:11][NH:12][CH2:13][CH2:14]2)=[CH:6][CH:5]=[C:4]([C:22]2[CH:27]=[CH:26][CH:25]=[CH:24][C:23]=2[CH3:28])[N:3]=1. (2) The product is: [I:1][C:2]1[O:3][C:4]([C:7]2[CH:8]=[N:13][CH:14]=[CH:11][CH:12]=2)=[CH:5][N:6]=1. Given the reactants [I:1][C:2]1[O:3][C:4]([C:7]2[CH:12]=[CH:11]N=C[CH:8]=2)=[CH:5][N:6]=1.[N:13]1C=CC=C(C2OC=NC=2)[CH:14]=1, predict the reaction product. (3) Given the reactants [C:1]([C:3]1[C:8]([CH3:9])=[CH:7][CH:6]=[CH:5][C:4]=1[S:10]([NH2:13])(=[O:12])=[O:11])#[N:2].[CH3:14][O:15][C:16](OC)(OC)[O:17][CH3:18], predict the reaction product. The product is: [C:1]([C:3]1[C:8]([CH3:9])=[CH:7][CH:6]=[CH:5][C:4]=1[S:10]([N:13]=[C:16]([O:17][CH3:18])[O:15][CH3:14])(=[O:12])=[O:11])#[N:2].